From a dataset of NCI-60 drug combinations with 297,098 pairs across 59 cell lines. Regression. Given two drug SMILES strings and cell line genomic features, predict the synergy score measuring deviation from expected non-interaction effect. Drug 1: CC1C(C(CC(O1)OC2CC(CC3=C2C(=C4C(=C3O)C(=O)C5=C(C4=O)C(=CC=C5)OC)O)(C(=O)C)O)N)O.Cl. Cell line: 786-0. Drug 2: C1=CC=C(C(=C1)C(C2=CC=C(C=C2)Cl)C(Cl)Cl)Cl. Synergy scores: CSS=30.0, Synergy_ZIP=-7.03, Synergy_Bliss=3.25, Synergy_Loewe=-24.8, Synergy_HSA=3.13.